Dataset: Full USPTO retrosynthesis dataset with 1.9M reactions from patents (1976-2016). Task: Predict the reactants needed to synthesize the given product. (1) Given the product [OH:15][CH2:14][CH2:13][CH2:12][CH2:11][CH2:10][CH2:9][N:1]([CH2:4][CH2:3][CH2:2][CH2:7][CH2:6][CH2:16][OH:19])[C:2]1[CH:7]=[CH:6][CH:5]=[CH:4][CH:3]=1, predict the reactants needed to synthesize it. The reactants are: [NH2:1][C:2]1[CH:7]=[CH:6][CH:5]=[CH:4][CH:3]=1.Cl[CH2:9][CH2:10][CH2:11][CH2:12][CH2:13][CH2:14][OH:15].[C:16](=[O:19])([O-])[O-].[K+].[K+]. (2) Given the product [ClH:25].[CH3:24][O:23][CH:20]1[CH2:19][CH2:18][N:17]([C:13]2[CH:14]=[C:15]3[C:10](=[CH:11][CH:12]=2)[CH2:9][NH:8][CH2:16]3)[CH2:22][CH2:21]1, predict the reactants needed to synthesize it. The reactants are: C(OC([N:8]1[CH2:16][C:15]2[C:10](=[CH:11][CH:12]=[C:13]([N:17]3[CH2:22][CH2:21][CH:20]([O:23][CH3:24])[CH2:19][CH2:18]3)[CH:14]=2)[CH2:9]1)=O)(C)(C)C.[ClH:25]. (3) Given the product [CH2:2]([C@@H:3]1[CH2:4][CH2:5][C@@H:6]([CH2:7][CH3:8])[P:11]1[C:12]1[S:16][C:15]2[CH:17]=[CH:18][CH:19]=[CH:20][C:14]=2[C:13]=1[P:21]1[C@H:6]([CH2:7][CH3:8])[CH2:5][CH2:4][C@H:3]1[CH2:2][CH3:1])[CH3:1], predict the reactants needed to synthesize it. The reactants are: [CH3:1][CH2:2][C@H:3](O)[CH2:4][CH2:5][C@@H:6](O)[CH2:7][CH3:8].[PH2:11][C:12]1[S:16][C:15]2[CH:17]=[CH:18][CH:19]=[CH:20][C:14]=2[C:13]=1[PH2:21]. (4) The reactants are: [OH:1][C:2]1[CH:9]=[CH:8][C:5]([CH:6]=[O:7])=[CH:4][CH:3]=1.[OH-].[Na+].[C:12]([O:15][C@@H:16]1[C@@H:21]([O:22][C:23](=[O:25])[CH3:24])[C@H:20]([O:26][C:27](=[O:29])[CH3:28])[CH2:19][O:18][C@@H:17]1Br)(=[O:14])[CH3:13]. Given the product [C:12]([O:15][C@@H:16]1[C@@H:21]([O:22][C:23](=[O:25])[CH3:24])[C@H:20]([O:26][C:27](=[O:29])[CH3:28])[CH2:19][O:18][C@H:17]1[O:1][C:2]1[CH:9]=[CH:8][C:5]([CH:6]=[O:7])=[CH:4][CH:3]=1)(=[O:14])[CH3:13], predict the reactants needed to synthesize it. (5) The reactants are: Br[CH2:2][CH:3]1[CH2:8][CH2:7][N:6]([C:9]([O:11][CH2:12][C:13]2[CH:18]=[CH:17][CH:16]=[CH:15][CH:14]=2)=[O:10])[CH2:5][CH2:4]1.[H-].[Na+].[CH3:21][C:22](=[O:27])[CH2:23][C:24](=[O:26])[CH3:25]. Given the product [C:24]([CH:23]([C:22](=[O:27])[CH3:21])[CH2:2][CH:3]1[CH2:8][CH2:7][N:6]([C:9]([O:11][CH2:12][C:13]2[CH:18]=[CH:17][CH:16]=[CH:15][CH:14]=2)=[O:10])[CH2:5][CH2:4]1)(=[O:26])[CH3:25], predict the reactants needed to synthesize it. (6) Given the product [OH:6][CH2:7][C:8]1[CH:9]=[C:10]([C:14]2[CH:19]=[C:18]([O:20][CH3:21])[CH:17]=[C:16]([CH2:22][NH:23][C:24](=[O:30])[O:25][C:26]([CH3:28])([CH3:27])[CH3:29])[CH:15]=2)[CH:11]=[CH:12][CH:13]=1, predict the reactants needed to synthesize it. The reactants are: CC([Si](C)(C)[O:6][CH2:7][C:8]1[CH:9]=[C:10]([C:14]2[CH:19]=[C:18]([O:20][CH3:21])[CH:17]=[C:16]([CH2:22][NH:23][C:24](=[O:30])[O:25][C:26]([CH3:29])([CH3:28])[CH3:27])[CH:15]=2)[CH:11]=[CH:12][CH:13]=1)(C)C.[N+](CCCC)(CCCC)(CCCC)CCCC.[F-]. (7) Given the product [NH2:7][C:8]1[C:13]([C:14]#[N:15])=[C:12]([C:16]2[CH:17]=[CH:18][C:19]([O:22][CH2:37][CH2:36][N:35]([CH3:39])[CH3:34])=[CH:20][CH:21]=2)[C:11]([C:23]#[N:24])=[C:10]([S:25][CH2:26][C:27]2[CH:32]=[CH:31][CH:30]=[CH:29][CH:28]=2)[N:9]=1, predict the reactants needed to synthesize it. The reactants are: CC(C)([O-])C.[K+].[NH2:7][C:8]1[C:13]([C:14]#[N:15])=[C:12]([C:16]2[CH:21]=[CH:20][C:19]([OH:22])=[CH:18][CH:17]=2)[C:11]([C:23]#[N:24])=[C:10]([S:25][CH2:26][C:27]2[CH:32]=[CH:31][CH:30]=[CH:29][CH:28]=2)[N:9]=1.Cl.[CH3:34][N:35]([CH3:39])[CH2:36][CH2:37]Cl. (8) Given the product [CH3:25][C:20]1([CH3:21])[C:26]2[S:27][C:28](=[S:31])[S:29][C:30]=2[C:5](=[O:11])[C:6](=[O:7])[O:8]1, predict the reactants needed to synthesize it. The reactants are: CC(OC1CCCCO1)(C)C#C[C:5](=[O:11])[C:6]([O:8]CC)=[O:7].[C:20]1([CH:26]2[CH2:30][S:29][C:28](=[S:31])[S:27]2)[CH:25]=CC=C[CH:21]=1.C(Cl)Cl. (9) Given the product [CH3:4][C:3]([C:6]1[NH:10][C:9]([C:11]2[CH:12]=[C:13]3[C:17](=[CH:18][CH:19]=2)[C:16](=[O:20])[CH2:15][CH2:14]3)=[C:8]([C:21]2[CH:22]=[CH:23][N:24]=[CH:25][CH:26]=2)[N:7]=1)([CH3:5])[CH2:2][NH:1][S:28]([CH3:27])(=[O:30])=[O:29], predict the reactants needed to synthesize it. The reactants are: [NH2:1][CH2:2][C:3]([C:6]1[NH:7][C:8]([C:21]2[CH:26]=[CH:25][N:24]=[CH:23][CH:22]=2)=[C:9]([C:11]2[CH:12]=[C:13]3[C:17](=[CH:18][CH:19]=2)[C:16](=[O:20])[CH2:15][CH2:14]3)[N:10]=1)([CH3:5])[CH3:4].[CH3:27][S:28](Cl)(=[O:30])=[O:29].C(OCC)(=O)C. (10) Given the product [S:14]1(=[O:16])(=[O:15])[N:1]2[CH2:5][CH2:4][CH2:3][C@H:2]2[CH2:6][O:7]1, predict the reactants needed to synthesize it. The reactants are: [NH:1]1[CH2:5][CH2:4][CH2:3][C@H:2]1[CH2:6][OH:7].N1C=CC=CC=1.[S:14](Cl)(Cl)(=[O:16])=[O:15].Cl.N1C=CC=CC=1.